From a dataset of Reaction yield outcomes from USPTO patents with 853,638 reactions. Predict the reaction yield, written as a fraction of the theoretical maximum amount of product (1.0 means a 100% yield; for example, 0.34 means a 34% yield). The reactants are [CH3:1][O:2][C:3]([CH2:5][CH2:6][CH2:7][CH2:8][C:9]1[CH:17]=[CH:16][C:12]([C:13]([OH:15])=O)=[CH:11][C:10]=1[CH3:18])=[O:4].[CH3:19][N:20]1[C:29]2[NH:28][C:27]3[CH:30]=[CH:31][CH:32]=[CH:33][C:26]=3[NH:25][CH2:24][C:23]=2[CH:22]=[N:21]1.C(N(CC)CC)C. The catalyst is CN(C1C=CN=CC=1)C.ClCCl. The product is [CH3:1][O:2][C:3](=[O:4])[CH2:5][CH2:6][CH2:7][CH2:8][C:9]1[CH:17]=[CH:16][C:12]([C:13]([N:25]2[CH2:24][C:23]3[CH:22]=[N:21][N:20]([CH3:19])[C:29]=3[NH:28][C:27]3[CH:30]=[CH:31][CH:32]=[CH:33][C:26]2=3)=[O:15])=[CH:11][C:10]=1[CH3:18]. The yield is 0.460.